This data is from Peptide-MHC class I binding affinity with 185,985 pairs from IEDB/IMGT. The task is: Regression. Given a peptide amino acid sequence and an MHC pseudo amino acid sequence, predict their binding affinity value. This is MHC class I binding data. (1) The peptide sequence is IVNRNRQGY. The MHC is HLA-B51:01 with pseudo-sequence HLA-B51:01. The binding affinity (normalized) is 0. (2) The peptide sequence is SDFLISEML. The MHC is HLA-B40:02 with pseudo-sequence HLA-B40:02. The binding affinity (normalized) is 0.738. (3) The peptide sequence is RTSKASLER. The MHC is HLA-B18:01 with pseudo-sequence HLA-B18:01. The binding affinity (normalized) is 0. (4) The peptide sequence is FTNRSGSQ. The MHC is HLA-A26:01 with pseudo-sequence HLA-A26:01. The binding affinity (normalized) is 0. (5) The peptide sequence is FAAPFTQCGY. The MHC is Mamu-A02 with pseudo-sequence Mamu-A02. The binding affinity (normalized) is 0.572.